This data is from Full USPTO retrosynthesis dataset with 1.9M reactions from patents (1976-2016). The task is: Predict the reactants needed to synthesize the given product. (1) Given the product [S:1]1[C:5]([C@:6]([C@@H:14]2[CH2:19][CH2:18][CH2:17][NH:16][CH2:15]2)([OH:13])[CH2:7][CH2:8][CH2:9][CH2:10][O:11][CH3:12])=[CH:4][C:3]2[CH:27]=[CH:28][CH:29]=[CH:30][C:2]1=2, predict the reactants needed to synthesize it. The reactants are: [S:1]1[C:5]([C@:6]([C@@H:14]2[CH2:19][CH2:18][CH2:17][N:16](C(OC(C)(C)C)=O)[CH2:15]2)([OH:13])[CH2:7][CH2:8][CH2:9][CH2:10][O:11][CH3:12])=[CH:4][C:3]2[CH:27]=[CH:28][CH:29]=[CH:30][C:2]1=2.[OH-].[Na+]. (2) The reactants are: [N:1]12[CH2:9][CH2:8][CH:5]([CH2:6][CH2:7]1)[N:4]([C:10]1[N:15]=[CH:14][C:13]([NH2:16])=[CH:12][CH:11]=1)[CH2:3][CH2:2]2.[CH3:17][O:18][C:19]1[CH:20]=[C:21]([CH:25]=[CH:26][CH:27]=1)[C:22]([Cl:24])=[O:23]. Given the product [ClH:24].[N:1]12[CH2:7][CH2:6][CH:5]([CH2:8][CH2:9]1)[N:4]([C:10]1[N:15]=[CH:14][C:13]([NH:16][C:22](=[O:23])[C:21]3[CH:25]=[CH:26][CH:27]=[C:19]([O:18][CH3:17])[CH:20]=3)=[CH:12][CH:11]=1)[CH2:3][CH2:2]2, predict the reactants needed to synthesize it. (3) Given the product [C:18]([O:17][C:14]1[CH:15]=[CH:16][C:11]([CH2:10][O:9][C:7](=[O:8])[NH:6][CH2:5][CH2:4][N:26]2[CH2:31][CH2:30][O:29][CH2:28][CH2:27]2)=[CH:12][C:13]=1[O:21][CH3:22])(=[O:20])[CH3:19], predict the reactants needed to synthesize it. The reactants are: S=C1[N:6]([C:7]([O:9][CH2:10][C:11]2[CH:16]=[CH:15][C:14]([O:17][C:18](=[O:20])[CH3:19])=[C:13]([O:21][CH3:22])[CH:12]=2)=[O:8])[CH2:5][CH2:4]S1.NCC[N:26]1[CH2:31][CH2:30][O:29][CH2:28][CH2:27]1. (4) Given the product [Cl:1][C:2]1[N:10]=[C:9]([NH2:11])[N:8]=[C:7]2[C:3]=1[N:4]=[CH:5][N:6]2[CH:15]([CH3:17])[CH3:16], predict the reactants needed to synthesize it. The reactants are: [Cl:1][C:2]1[N:10]=[C:9]([NH2:11])[N:8]=[C:7]2[C:3]=1[N:4]=[CH:5][NH:6]2.[H-].[Na+].I[CH:15]([CH3:17])[CH3:16]. (5) Given the product [C:11]1([O:21][S:24]([C:23]([F:42])([F:41])[F:22])(=[O:26])=[O:25])[C:15]2([CH2:16][CH2:17][O:18][CH2:19][CH2:20]2)[CH2:14][CH2:13][CH:12]=1, predict the reactants needed to synthesize it. The reactants are: C[Si](C)(C)[N-][Si](C)(C)C.[K+].[C:11]1(=[O:21])[C:15]2([CH2:20][CH2:19][O:18][CH2:17][CH2:16]2)[CH2:14][CH2:13][CH2:12]1.[F:22][C:23]([F:42])([F:41])[S:24](N([S:24]([C:23]([F:42])([F:41])[F:22])(=[O:26])=[O:25])C1C=CC=CC=1)(=[O:26])=[O:25].C(OCC)C. (6) Given the product [CH3:20][O:19][C:16]1[CH:17]=[CH:18][C:13]([CH:2]2[CH2:5][N:4]([C:6]([O:8][C:9]([CH3:12])([CH3:11])[CH3:10])=[O:7])[CH2:3]2)=[CH:14][CH:15]=1, predict the reactants needed to synthesize it. The reactants are: O[C:2]1([C:13]2[CH:18]=[CH:17][C:16]([O:19][CH3:20])=[CH:15][CH:14]=2)[CH2:5][N:4]([C:6]([O:8][C:9]([CH3:12])([CH3:11])[CH3:10])=[O:7])[CH2:3]1.C([SiH](CC)CC)C.C(O)(C(F)(F)F)=O. (7) Given the product [NH2:47][CH2:48][C:49]([N:50]1[CH2:55][CH2:54][N:53]([C:23]([C:22]2[C:16]3[N:15]=[C:14]([CH2:13][N:2]([CH3:1])[CH:3]4[C:12]5[N:11]=[CH:10][CH:9]=[CH:8][C:7]=5[CH2:6][CH2:5][CH2:4]4)[NH:18][C:17]=3[CH:19]=[CH:20][CH:21]=2)=[O:25])[CH2:52][CH2:51]1)=[O:56], predict the reactants needed to synthesize it. The reactants are: [CH3:1][N:2]([CH2:13][C:14]1[NH:18][C:17]2[CH:19]=[CH:20][CH:21]=[C:22]([C:23]([OH:25])=O)[C:16]=2[N:15]=1)[CH:3]1[C:12]2[N:11]=[CH:10][CH:9]=[CH:8][C:7]=2[CH2:6][CH2:5][CH2:4]1.O=C1N(P(Cl)(N2CCOC2=O)=O)CCO1.C(OC(=O)[NH:47][CH2:48][C:49](=[O:56])[N:50]1[CH2:55][CH2:54][NH:53][CH2:52][CH2:51]1)(C)(C)C.C(N(CC)C(C)C)(C)C. (8) Given the product [F:7][C:8]([F:13])([F:12])[C:9]([O-:11])=[O:10].[Mg+2:1].[F:7][C:8]([F:13])([F:12])[C:9]([O-:11])=[O:10], predict the reactants needed to synthesize it. The reactants are: [Mg:1].C(O)CCC.[F:7][C:8]([F:13])([F:12])[C:9]([OH:11])=[O:10]. (9) Given the product [CH3:1][C:2]1[C:7]([OH:8])=[CH:6][CH:5]=[CH:4][C:3]=1[C:9]([NH:11][C@H:12]([C@H:21]([OH:40])[CH2:22][N:23]1[C@H:32]([C:33]([NH:35][C:36]([CH3:38])([CH3:37])[CH3:39])=[O:34])[CH2:31][C@H:30]2[C@H:25]([CH2:26][CH2:27][CH2:28][CH2:29]2)[CH2:24]1)[CH2:13][S:14][C:15]1[CH:20]=[CH:19][CH:18]=[CH:17][CH:16]=1)=[O:10].[CH3:41][S:42]([OH:45])(=[O:44])=[O:43], predict the reactants needed to synthesize it. The reactants are: [CH3:1][C:2]1[C:7]([OH:8])=[CH:6][CH:5]=[CH:4][C:3]=1[C:9]([NH:11][C@H:12]([C@H:21]([OH:40])[CH2:22][N:23]1[C@H:32]([C:33]([NH:35][C:36]([CH3:39])([CH3:38])[CH3:37])=[O:34])[CH2:31][C@H:30]2[C@H:25]([CH2:26][CH2:27][CH2:28][CH2:29]2)[CH2:24]1)[CH2:13][S:14][C:15]1[CH:16]=[CH:17][CH:18]=[CH:19][CH:20]=1)=[O:10].[CH3:41][S:42]([OH:45])(=[O:44])=[O:43].CC(C)=O. (10) The reactants are: CC(C)([O-])C.[K+].Br[CH2:8][C:9]([N:11]([C:15]1[CH:20]=[C:19]([CH3:21])[C:18]([Br:22])=[C:17]([CH3:23])[CH:16]=1)[CH2:12][CH2:13][OH:14])=[O:10].O. Given the product [Br:22][C:18]1[C:19]([CH3:21])=[CH:20][C:15]([N:11]2[CH2:12][CH2:13][O:14][CH2:8][C:9]2=[O:10])=[CH:16][C:17]=1[CH3:23], predict the reactants needed to synthesize it.